This data is from Reaction yield outcomes from USPTO patents with 853,638 reactions. The task is: Predict the reaction yield, written as a fraction of the theoretical maximum amount of product (1.0 means a 100% yield; for example, 0.34 means a 34% yield). (1) The reactants are CO[CH:3]([O:10][CH3:11])[C:4]1[CH:9]=[CH:8][CH:7]=[CH:6][CH:5]=1.[SH:12][CH2:13]CCO. The catalyst is C1COCC1.O.[O-2].[O-2].[O-2].O=[Si]=O.O=[Si]=O.O=[Si]=O.O=[Si]=O.[Al+3].[Al+3]. The product is [C:4]1([CH:3]2[S:12][CH2:13][CH2:11][O:10]2)[CH:9]=[CH:8][CH:7]=[CH:6][CH:5]=1. The yield is 0.970. (2) The reactants are [O:1]1[C:5]([C:6]2[C:14]3[C:9](=[CH:10][CH:11]=[C:12]([C:15]#[N:16])[CH:13]=3)[N:8](C3CCCCO3)[N:7]=2)=[CH:4][C:3]2[CH:23]=[CH:24][CH:25]=[CH:26][C:2]1=2.Cl. The catalyst is CO. The product is [O:1]1[C:5]([C:6]2[C:14]3[C:9](=[CH:10][CH:11]=[C:12]([C:15]#[N:16])[CH:13]=3)[NH:8][N:7]=2)=[CH:4][C:3]2[CH:23]=[CH:24][CH:25]=[CH:26][C:2]1=2. The yield is 0.900. (3) The reactants are [CH:1]1([OH:4])[CH2:3][CH2:2]1.[CH:22]1[CH:23]=[CH:18]C(P([C:18]2[CH:23]=[CH:22][CH:21]=[CH:20]C=2)[C:22]2[CH:23]=[CH:18]C=[CH:20][CH:21]=2)=[CH:20][CH:21]=1.CC[O:26]C(/N=N/C(OCC)=O)=O.[CH2:36]1[CH2:40][O:39][CH2:38][CH2:37]1. No catalyst specified. The product is [O:26]1[CH2:20][CH2:21][CH2:22][CH2:23][CH:18]1[O:39][CH2:38][C@H:37]1[CH2:36][CH2:40][C:1]2([CH2:3][CH2:2]2)[O:4]1. The yield is 0.640. (4) The reactants are [NH2:1][C:2]1[CH:3]=[C:4]([CH:8]=[CH:9][C:10]=1[O:11][CH3:12])[C:5]([OH:7])=O.[CH2:13]1[C@H:22]2[C@H:17]([CH2:18][CH2:19][C:20]3[CH:26]=[CH:25][CH:24]=[CH:23][C:21]=32)[NH:16][CH2:15][CH2:14]1.F[P-](F)(F)(F)(F)F.N1(OC(N(C)C)=[N+](C)C)C2N=CC=CC=2N=N1. No catalyst specified. The product is [NH2:1][C:2]1[CH:3]=[C:4]([C:5]([N:16]2[C@@H:17]3[C@@H:22]([C:21]4[CH:23]=[CH:24][CH:25]=[CH:26][C:20]=4[CH2:19][CH2:18]3)[CH2:13][CH2:14][CH2:15]2)=[O:7])[CH:8]=[CH:9][C:10]=1[O:11][CH3:12]. The yield is 0.630. (5) The reactants are C([Li])CCC.[Br-].[Cl:7][C:8]1[CH:33]=[CH:32][C:11]([CH2:12][P+](C2C=CC=CC=2)(C2C=CC=CC=2)C2C=CC=CC=2)=[CH:10][C:9]=1[F:34].O=[C:36]1[CH2:41][CH2:40][N:39]([C:42]([O:44][C:45]([CH3:48])([CH3:47])[CH3:46])=[O:43])[CH2:38][CH2:37]1. The catalyst is C1COCC1. The product is [Cl:7][C:8]1[CH:33]=[CH:32][C:11]([CH:12]=[C:36]2[CH2:41][CH2:40][N:39]([C:42]([O:44][C:45]([CH3:48])([CH3:47])[CH3:46])=[O:43])[CH2:38][CH2:37]2)=[CH:10][C:9]=1[F:34]. The yield is 0.710. (6) The reactants are [C:1]([O:5][C:6](=[O:25])[NH:7][CH2:8][C:9]1[CH:14]=[CH:13][C:12]([C:15](=[O:23])[NH:16][C:17]2[CH:22]=[CH:21][N:20]=[CH:19][CH:18]=2)=[CH:11][C:10]=1Br)([CH3:4])([CH3:3])[CH3:2].[C:26]([C:29]1[CH:30]=[C:31](B(O)O)[CH:32]=[CH:33][CH:34]=1)([OH:28])=[O:27].C([O-])([O-])=O.[Na+].[Na+].CO. The catalyst is CN(C=O)C.O. The product is [C:1]([O:5][C:6]([NH:7][CH2:8][C:9]1[CH:14]=[CH:13][C:12]([C:15](=[O:23])[NH:16][C:17]2[CH:22]=[CH:21][N:20]=[CH:19][CH:18]=2)=[CH:11][C:10]=1[C:33]1[CH:32]=[CH:31][CH:30]=[C:29]([C:26]([OH:28])=[O:27])[CH:34]=1)=[O:25])([CH3:4])([CH3:3])[CH3:2]. The yield is 0.700. (7) The reactants are Cl.[C:2](=O)(O)[O-].[Na+].ClC(O[CH2:11][C:12]1[CH:17]=CC=C[CH:13]=1)=O.N(C(OCC1C=CC=CC=1)=O)[C@H](C(OC)=O)CC1C=[CH:25][C:24]([OH:27])=[CH:23]C=1.OS(O)(=O)=O. The catalyst is C(Cl)Cl. The product is [C:24]([O:27][C:12]([CH3:11])([CH3:13])[CH3:17])([CH3:2])([CH3:25])[CH3:23]. The yield is 0.620. (8) The reactants are [O:1]1[CH:5]=[CH:4][CH:3]=[C:2]1[C:6]1[C:7]2[N:15]=[N:14][N:13]([CH2:16][C:17]3[CH:22]=[CH:21][CH:20]=[C:19]([N+:23]([O-])=O)[CH:18]=3)[C:8]=2[N:9]=[C:10]([NH2:12])[N:11]=1.Cl[Sn]Cl.[OH-].[Na+]. The catalyst is CCO.Cl.O. The product is [NH2:23][C:19]1[CH:18]=[C:17]([CH:22]=[CH:21][CH:20]=1)[CH2:16][N:13]1[C:8]2[N:9]=[C:10]([NH2:12])[N:11]=[C:6]([C:2]3[O:1][CH:5]=[CH:4][CH:3]=3)[C:7]=2[N:15]=[N:14]1. The yield is 0.920. (9) The reactants are [CH2:1]([O:3][C:4](=[O:18])[C:5]1[CH:10]=[C:9]([N:11]2[CH2:16][CH2:15][CH2:14][CH2:13][CH2:12]2)[CH:8]=[CH:7][C:6]=1[NH2:17])[CH3:2].C(N(CC)CC)C.[CH3:26][O:27][C:28]1[CH:29]=[C:30]([CH:34]=[CH:35][C:36]=1[O:37][CH3:38])[C:31](Cl)=[O:32]. The catalyst is C(Cl)Cl. The product is [CH2:1]([O:3][C:4](=[O:18])[C:5]1[CH:10]=[C:9]([N:11]2[CH2:16][CH2:15][CH2:14][CH2:13][CH2:12]2)[CH:8]=[CH:7][C:6]=1[NH:17][C:31](=[O:32])[C:30]1[CH:34]=[CH:35][C:36]([O:37][CH3:38])=[C:28]([O:27][CH3:26])[CH:29]=1)[CH3:2]. The yield is 0.520.